From a dataset of Catalyst prediction with 721,799 reactions and 888 catalyst types from USPTO. Predict which catalyst facilitates the given reaction. (1) Reactant: S(Cl)(Cl)=O.[C:5]([C:7]1[C:8]([N:19]2[CH2:22][CH:21]([C:23]([OH:25])=O)[CH2:20]2)=[N:9][C:10]([CH3:18])=[C:11]([C:13]([O:15][CH2:16][CH3:17])=[O:14])[CH:12]=1)#[N:6].[CH3:26][C:27]1[CH:32]=[CH:31][C:30]([CH2:33][S:34]([NH2:37])(=[O:36])=[O:35])=[CH:29][CH:28]=1.CN(C(ON1N=NC2C=CC=NC1=2)=[N+](C)C)C.F[P-](F)(F)(F)(F)F.CCN(C(C)C)C(C)C. Product: [C:5]([C:7]1[C:8]([N:19]2[CH2:20][CH:21]([C:23]([NH:37][S:34]([CH2:33][C:30]3[CH:31]=[CH:32][C:27]([CH3:26])=[CH:28][CH:29]=3)(=[O:35])=[O:36])=[O:25])[CH2:22]2)=[N:9][C:10]([CH3:18])=[C:11]([CH:12]=1)[C:13]([O:15][CH2:16][CH3:17])=[O:14])#[N:6]. The catalyst class is: 64. (2) Reactant: [H-].[Na+].[F:3][C:4]([F:18])([F:17])[C:5]1[CH:10]=[CH:9][N:8]=[C:7]([C:11]2[NH:12][O:13][C:14](=[O:16])[N:15]=2)[CH:6]=1.[Cl:19][C:20]1[CH:21]=[C:22]([CH:28]=[CH:29][C:30]=1[Cl:31])[C:23]([O:25][CH2:26]Cl)=[O:24].[Cl-].[NH4+]. The catalyst class is: 9. Product: [Cl:19][C:20]1[CH:21]=[C:22]([CH:28]=[CH:29][C:30]=1[Cl:31])[C:23]([O:25][CH2:26][N:15]1[C:14](=[O:16])[O:13][N:12]=[C:11]1[C:7]1[CH:6]=[C:5]([C:4]([F:3])([F:17])[F:18])[CH:10]=[CH:9][N:8]=1)=[O:24]. (3) Reactant: [CH2:1]([N:8]1[CH2:13][CH:12]2[C:10]([NH2:14])([CH2:11]2)[CH2:9]1)[C:2]1[CH:7]=[CH:6][CH:5]=[CH:4][CH:3]=1.[CH:15]1([C:18](Cl)=[O:19])[CH2:17][CH2:16]1. Product: [CH2:1]([N:8]1[CH2:13][CH:12]2[C:10]([NH:14][C:18]([CH:15]3[CH2:17][CH2:16]3)=[O:19])([CH2:11]2)[CH2:9]1)[C:2]1[CH:3]=[CH:4][CH:5]=[CH:6][CH:7]=1. The catalyst class is: 66. (4) Reactant: [CH:1]([NH:4][C:5]([C:7]1[C:15]2[C:10](=[N:11][CH:12]=[C:13]([C:16]3[C:24]4[C:19](=[CH:20][CH:21]=[C:22]([O:25][Si:26]([C:29]([CH3:32])([CH3:31])[CH3:30])([CH3:28])[CH3:27])[CH:23]=4)[N:18]([CH3:33])[N:17]=3)[N:14]=2)[N:9](COCC[Si](C)(C)C)[CH:8]=1)=[O:6])([CH3:3])[CH3:2].FC(F)(F)C(O)=O.C(N)CN. Product: [CH:1]([NH:4][C:5]([C:7]1[C:15]2[C:10](=[N:11][CH:12]=[C:13]([C:16]3[C:24]4[C:19](=[CH:20][CH:21]=[C:22]([O:25][Si:26]([C:29]([CH3:30])([CH3:32])[CH3:31])([CH3:28])[CH3:27])[CH:23]=4)[N:18]([CH3:33])[N:17]=3)[N:14]=2)[NH:9][CH:8]=1)=[O:6])([CH3:3])[CH3:2]. The catalyst class is: 4.